The task is: Predict the reactants needed to synthesize the given product.. This data is from Full USPTO retrosynthesis dataset with 1.9M reactions from patents (1976-2016). The reactants are: [NH:1]1[C:9]2[C:4](=[CH:5][C:6]([CH:10]([C:16]3[CH:21]=[CH:20][CH:19]=[CH:18][CH:17]=3)[CH:11]([CH3:15])[C:12]([OH:14])=O)=[CH:7][CH:8]=2)[CH:3]=[N:2]1.[S:22]1[CH:26]=[N:25][N:24]=[C:23]1[NH2:27]. Given the product [NH:1]1[C:9]2[C:4](=[CH:5][C:6]([CH:10]([C:16]3[CH:21]=[CH:20][CH:19]=[CH:18][CH:17]=3)[CH:11]([CH3:15])[C:12]([NH:27][C:23]3[S:22][CH:26]=[N:25][N:24]=3)=[O:14])=[CH:7][CH:8]=2)[CH:3]=[N:2]1, predict the reactants needed to synthesize it.